From a dataset of Full USPTO retrosynthesis dataset with 1.9M reactions from patents (1976-2016). Predict the reactants needed to synthesize the given product. (1) The reactants are: [Cl:1][C:2]1[CH:7]=[CH:6][C:5]([NH:8][C:9](=[O:14])[C:10]([F:13])([F:12])[F:11])=[CH:4][C:3]=1[F:15].[Li]CCCC.CCCCCC.[B:27](OC(C)C)([O:32]C(C)C)[O:28]C(C)C. Given the product [Cl:1][C:2]1[C:3]([F:15])=[C:4]([B:27]([OH:32])[OH:28])[C:5]([NH:8][C:9](=[O:14])[C:10]([F:12])([F:13])[F:11])=[CH:6][CH:7]=1, predict the reactants needed to synthesize it. (2) Given the product [Br:8][C:9]1[N:10]([CH2:28][CH2:29][C:30]([O:32][CH3:1])=[O:31])[C:11]2[C:16]([C:17]=1[CH:18]1[CH2:19][CH2:20][CH2:21][CH2:22][CH2:23]1)=[CH:15][CH:14]=[C:13]([C:24]([O:26][CH3:27])=[O:25])[CH:12]=2, predict the reactants needed to synthesize it. The reactants are: [CH3:1][Si](C=[N+]=[N-])(C)C.[Br:8][C:9]1[N:10]([CH2:28][CH2:29][C:30]([OH:32])=[O:31])[C:11]2[C:16]([C:17]=1[CH:18]1[CH2:23][CH2:22][CH2:21][CH2:20][CH2:19]1)=[CH:15][CH:14]=[C:13]([C:24]([O:26][CH3:27])=[O:25])[CH:12]=2. (3) Given the product [C:1]([C:5]1[CH:6]=[C:7]([NH:20][C:21]([NH:23][C@@H:24]2[C:33]3[C:28](=[CH:29][CH:30]=[CH:31][CH:32]=3)[C@H:27]([O:34][C:35]3[CH:36]=[CH:37][C:38]4[N:39]([C:41]([N:44]5[CH2:49][CH2:48][O:47][CH2:46][C@@H:45]5[CH3:50])=[N:42][N:43]=4)[CH:40]=3)[CH2:26][CH2:25]2)=[O:22])[N:8]([C:10]2[CH:11]=[C:12]([CH:13]=[CH:14][CH:15]=2)[O:16][CH2:17][CH2:18][O:19][S:61]([CH3:60])(=[O:63])=[O:62])[N:9]=1)([CH3:4])([CH3:2])[CH3:3], predict the reactants needed to synthesize it. The reactants are: [C:1]([C:5]1[CH:6]=[C:7]([NH:20][C:21]([NH:23][C@@H:24]2[C:33]3[C:28](=[CH:29][CH:30]=[CH:31][CH:32]=3)[C@H:27]([O:34][C:35]3[CH:36]=[CH:37][C:38]4[N:39]([C:41]([N:44]5[CH2:49][CH2:48][O:47][CH2:46][C@@H:45]5[CH3:50])=[N:42][N:43]=4)[CH:40]=3)[CH2:26][CH2:25]2)=[O:22])[N:8]([C:10]2[CH:15]=[CH:14][CH:13]=[C:12]([O:16][CH2:17][CH2:18][OH:19])[CH:11]=2)[N:9]=1)([CH3:4])([CH3:3])[CH3:2].CCN(C(C)C)C(C)C.[CH3:60][S:61](Cl)(=[O:63])=[O:62]. (4) Given the product [Cl:24][C:25]1[CH:26]=[C:27]([NH:28][C:1]([C:4]23[CH2:5][CH2:6][C:7]([NH:12][CH2:13][C:14]([N:16]4[CH2:20][C@@H:19]([F:21])[CH2:18][C@H:17]4[C:22]#[N:23])=[O:15])([CH2:10][CH2:11]2)[CH2:8][CH2:9]3)=[O:3])[CH:29]=[CH:30][CH:31]=1, predict the reactants needed to synthesize it. The reactants are: [C:1]([C:4]12[CH2:11][CH2:10][C:7]([NH:12][CH2:13][C:14]([N:16]3[CH2:20][C@@H:19]([F:21])[CH2:18][C@H:17]3[C:22]#[N:23])=[O:15])([CH2:8][CH2:9]1)[CH2:6][CH2:5]2)([OH:3])=O.[Cl:24][C:25]1[CH:26]=[C:27]([CH:29]=[CH:30][CH:31]=1)[NH2:28].